The task is: Predict the product of the given reaction.. This data is from Forward reaction prediction with 1.9M reactions from USPTO patents (1976-2016). (1) Given the reactants C(O[C:6]([N:8]1[CH2:12][C:11](=[N:13][O:14][C:15]([CH3:18])([CH3:17])[CH3:16])[CH2:10][C@H:9]1[C:19]([OH:21])=O)=[O:7])(C)(C)C.[O:22]=[C:23]1[C:28](C(Cl)=O)=[CH:27][CH:26]=[C:25]([CH2:32][CH2:33][CH2:34][CH2:35][CH3:36])[O:24]1.[CH3:37][O:38][C:39]1[CH:40]=[C:41]([CH:44]=[CH:45][C:46]=1[O:47][CH3:48])[CH2:42][NH2:43], predict the reaction product. The product is: [C:15]([O:14][N:13]=[C:11]1[CH2:12][N:8]([C:6]([C:28]2[C:23](=[O:22])[O:24][C:25]([CH2:32][CH2:33][CH2:34][CH2:35][CH3:36])=[CH:26][CH:27]=2)=[O:7])[C@H:9]([C:19]([NH:43][CH2:42][C:41]2[CH:44]=[CH:45][C:46]([O:47][CH3:48])=[C:39]([O:38][CH3:37])[CH:40]=2)=[O:21])[CH2:10]1)([CH3:16])([CH3:17])[CH3:18]. (2) Given the reactants Cl.C[O:3][C:4](=[O:18])[C@H:5]([CH2:14][CH2:15][S:16][CH3:17])[NH:6][CH2:7][C:8]1[CH:13]=[CH:12][CH:11]=[CH:10][CH:9]=1.C(Cl)(=O)C(C)C, predict the reaction product. The product is: [CH2:7]([NH:6][CH:5]([CH2:14][CH2:15][S:16][CH3:17])[C:4]([OH:18])=[O:3])[C:8]1[CH:13]=[CH:12][CH:11]=[CH:10][CH:9]=1. (3) Given the reactants [NH2:1][C:2]1[N:7]=[C:6]([C:8]([O:10][CH3:11])=[O:9])[CH:5]=[CH:4][C:3]=1[CH2:12][CH2:13][C:14]([O:16]CC)=O, predict the reaction product. The product is: [O:16]=[C:14]1[N:1]=[C:2]2[C:3](=[CH:4][CH:5]=[C:6]([C:8]([O:10][CH3:11])=[O:9])[NH:7]2)[CH2:12][CH2:13]1. (4) Given the reactants [O:1]=[C:2]1[C:7]([CH2:8][C:9]2[CH:14]=[CH:13][C:12]([C:15]3[C:16]([C:21]#[N:22])=[CH:17][CH:18]=[CH:19][CH:20]=3)=[CH:11][CH:10]=2)=[C:6]([CH2:23][CH2:24][CH3:25])[N:5]2[N:26]=[CH:27][N:28]=[C:4]2[NH:3]1.Br[CH2:30][C:31]1[CH:40]=[CH:39][C:34]([C:35]([O:37][CH3:38])=[O:36])=[CH:33][CH:32]=1.C(=O)([O-])[O-].[K+].[K+].CN(C)C=O, predict the reaction product. The product is: [C:21]([C:16]1[CH:17]=[CH:18][CH:19]=[CH:20][C:15]=1[C:12]1[CH:11]=[CH:10][C:9]([CH2:8][C:7]2[C:2](=[O:1])[N:3]([CH2:30][C:31]3[CH:40]=[CH:39][C:34]([C:35]([O:37][CH3:38])=[O:36])=[CH:33][CH:32]=3)[C:4]3[N:5]([N:26]=[CH:27][N:28]=3)[C:6]=2[CH2:23][CH2:24][CH3:25])=[CH:14][CH:13]=1)#[N:22]. (5) Given the reactants [N+:1]([C:4]1[C:5]([C:13]([O:15][CH3:16])=[O:14])=[N:6][NH:7][C:8]=1[C:9]([O:11][CH3:12])=[O:10])([O-:3])=[O:2].C1(P(C2C=CC=CC=2)C2C=CC=CC=2)C=CC=CC=1.[CH:36]([O:39][CH2:40][CH2:41]O)([CH3:38])[CH3:37].N(C(OC(C)C)=O)=NC(OC(C)C)=O, predict the reaction product. The product is: [CH:36]([O:39][CH2:40][CH2:41][N:7]1[C:8]([C:9]([O:11][CH3:12])=[O:10])=[C:4]([N+:1]([O-:3])=[O:2])[C:5]([C:13]([O:15][CH3:16])=[O:14])=[N:6]1)([CH3:38])[CH3:37]. (6) The product is: [CH2:1]([O:8][C:9]1[C:18]([Br:19])=[CH:17][CH:16]=[C:15]2[C:10]=1[C:11]([C:21]([F:24])([F:22])[F:23])=[CH:12][C:13]([O:20][CH:27]([CH3:29])[CH3:28])=[N:14]2)[C:2]1[CH:7]=[CH:6][CH:5]=[CH:4][CH:3]=1. Given the reactants [CH2:1]([O:8][C:9]1[C:18]([Br:19])=[CH:17][CH:16]=[C:15]2[C:10]=1[C:11]([C:21]([F:24])([F:23])[F:22])=[CH:12][C:13](=[O:20])[NH:14]2)[C:2]1[CH:7]=[CH:6][CH:5]=[CH:4][CH:3]=1.[F-].[Cs+].[CH:27](I)([CH3:29])[CH3:28], predict the reaction product.